From a dataset of Forward reaction prediction with 1.9M reactions from USPTO patents (1976-2016). Predict the product of the given reaction. Given the reactants [CH3:1][S:2]([C:5]([C:8]1[CH:9]=[C:10]2[C:15](=[C:16]([C:18]3[CH:19]=[C:20]([CH2:24]O)[CH:21]=[CH:22][CH:23]=3)[CH:17]=1)[N:14]=[CH:13][CH:12]=[CH:11]2)([CH3:7])[CH3:6])(=[O:4])=[O:3].[BrH:26].[OH-].[Na+], predict the reaction product. The product is: [Br:26][CH2:24][C:20]1[CH:19]=[C:18]([C:16]2[CH:17]=[C:8]([C:5]([S:2]([CH3:1])(=[O:4])=[O:3])([CH3:7])[CH3:6])[CH:9]=[C:10]3[C:15]=2[N:14]=[CH:13][CH:12]=[CH:11]3)[CH:23]=[CH:22][CH:21]=1.